From a dataset of Drug-target binding data from BindingDB using Ki measurements. Regression. Given a target protein amino acid sequence and a drug SMILES string, predict the binding affinity score between them. We predict pKi (pKi = -log10(Ki in M); higher means stronger inhibition). Dataset: bindingdb_ki. (1) The drug is CCCC[C@H](NC(=O)[C@H](Cc1ccccc1)N[N+](=N)[C@H](Cc1cnc[nH]1)NC(=O)C[C@@H](NC(=O)[C@@H](NC(=O)[C@H](C)NC(=O)[C@H](Cc1c[nH]c2ccccc12)NC(=O)[C@H](CCC(N)=O)NC(=O)[C@H](N)Cc1ccc(O)cc1)C(C)C)c1ccccc1)C(N)=O. The target protein (P07492) has sequence MRGRELPLVLLALVLCLAPRGRAVPLPAGGGTVLTKMYPRGNHWAVGHLMGKKSTGESSSVSERGSLKQQLREYIRWEEAARNLLGLIEAKENRNHQPPQPKALGNQQPSWDSEDSSNFKDVGSKGKVGRLSAPGSQREGRNPQLNQQ. The pKi is 6.8. (2) The compound is C[C@@H]1NC[C@@H](O)[C@H](O)C1(F)F. The target protein (P06835) has sequence MLLPLYGLASFLVLSQAALVNTSAPQASNDDPFNHSPSFYPTPQGGRINDGKWQAAFYRARELVDQMSIAEKVNLTTGVGSASGPCSGNTGSVPRLNISSICVQDGPLSVRAADLTDVFPCGMAASSSFNKQLIYDRAVAIGSEFKGKGADAILGPVYGPMGVKAAGGRGWEGHGPDPYLEGVIAYLQTIGIQSQGVVSTAKHLIGNEQEHFRFAKKDKHAGKIDPGMFNTSSSLSSEIDDRAMHEIYLWPFAEAVRGGVSSIMCSYNKLNGSHACQNSYLLNYLLKEELGFQGFVMTDWGALYSGIDAANAGLDMDMPCEAQYFGGNLTTAVLNGTLPQDRLDDMATRILSALIYSGVHNPDGPNYNAQTFLTEGHEYFKQQEGDIVVLNKHVDVRSDINRAVALRSAVEGVVLLKNEHETLPLGREKVKRISILGQAAGDDSKGTSCSLRGCGSGAIGTGYGSGAGTFSYFVTPADGIGARAQQEKISYEFIGDSWNQ.... The pKi is 3.0.